This data is from Retrosynthesis with 50K atom-mapped reactions and 10 reaction types from USPTO. The task is: Predict the reactants needed to synthesize the given product. (1) Given the product CC(C)C(=O)Nc1cccc(C2CCN(Cc3cccn3-c3ccc(Cl)cc3)CC2)c1, predict the reactants needed to synthesize it. The reactants are: CC(C)C(=O)Nc1cccc(C2CCNCC2)c1.O=Cc1cccn1-c1ccc(Cl)cc1. (2) Given the product Cc1ccc(O[C@H]2CCN(C(=O)OCc3ccccc3)C[C@H]2O)cc1C, predict the reactants needed to synthesize it. The reactants are: Cc1ccc(OC2CCN(C(=O)OCc3ccccc3)CC2=O)cc1C. (3) Given the product CCc1nc2c(cnn2CC)c(NC2CCOCC2)c1CNC(=O)c1cccc(C(=O)O)c1, predict the reactants needed to synthesize it. The reactants are: CCc1nc2c(cnn2CC)c(NC2CCOCC2)c1CNC(=O)c1cccc(C(=O)OC)c1. (4) Given the product CCOC(=O)C(OCC)C(=O)Nc1ccc(Br)cc1, predict the reactants needed to synthesize it. The reactants are: CCOC(=O)C(OCC)C(=O)[O-].Nc1ccc(Br)cc1. (5) Given the product N#Cc1ccc(Oc2ccc3c(c2)CCNC3=O)nc1, predict the reactants needed to synthesize it. The reactants are: N#Cc1ccc(Cl)nc1.O=C1NCCc2cc(O)ccc21. (6) The reactants are: O=C(O)[C@@H](c1ccc(Cl)cc1)C1CC1. Given the product OC[C@@H](c1ccc(Cl)cc1)C1CC1, predict the reactants needed to synthesize it.